This data is from Reaction yield outcomes from USPTO patents with 853,638 reactions. The task is: Predict the reaction yield, written as a fraction of the theoretical maximum amount of product (1.0 means a 100% yield; for example, 0.34 means a 34% yield). (1) The reactants are [Cl:1][C:2]1[C:23]([Cl:24])=[CH:22][C:5]2[O:6][C@H:7]([CH2:10]OS(C3C=CC(C)=CC=3)(=O)=O)[CH2:8][O:9][C:4]=2[CH:3]=1.[C:25]1(=[O:35])[NH:29][C:28](=[O:30])[C:27]2=[CH:31][CH:32]=[CH:33][CH:34]=[C:26]12.[K].O. The catalyst is CN(C=O)C. The product is [Cl:1][C:2]1[C:23]([Cl:24])=[CH:22][C:5]2[O:6][C@@H:7]([CH2:10][N:29]3[C:25](=[O:35])[C:26]4[C:27](=[CH:31][CH:32]=[CH:33][CH:34]=4)[C:28]3=[O:30])[CH2:8][O:9][C:4]=2[CH:3]=1. The yield is 0.800. (2) The reactants are [C:1]([C:3]1[N:4]=[CH:5][N:6]([CH3:11])[C:7]=1[C:8](O)=[O:9])#[N:2].[CH2:12]([SH:14])[CH3:13].C1CCC(N=C=NC2CCCCC2)CC1. The catalyst is CN(C1C=CN=CC=1)C.C(Cl)Cl. The product is [C:1]([C:3]1[N:4]=[CH:5][N:6]([CH3:11])[C:7]=1[C:8](=[O:9])[S:14][CH2:12][CH3:13])#[N:2]. The yield is 0.930.